Task: Predict which catalyst facilitates the given reaction.. Dataset: Catalyst prediction with 721,799 reactions and 888 catalyst types from USPTO (1) Reactant: [N+:1]([C:4]1[CH:8]=[C:7]([C:9]([O:11][CH2:12][CH3:13])=[O:10])[NH:6][N:5]=1)([O-:3])=[O:2].C(=O)([O-])[O-].[Cs+].[Cs+].Cl[C:21]([F:26])([F:25])C([O-])=O.[Na+].C(=O)([O-])O.[Na+]. Product: [F:25][CH:21]([F:26])[N:6]1[C:7]([C:9]([O:11][CH2:12][CH3:13])=[O:10])=[CH:8][C:4]([N+:1]([O-:3])=[O:2])=[N:5]1. The catalyst class is: 9. (2) Reactant: [C:1]([O:9][C@:10]1([CH3:47])[CH:14]([O:15][C:16](=[O:23])[C:17]2[CH:22]=[CH:21][CH:20]=[CH:19][CH:18]=2)[CH:13]([CH2:24][O:25][C:26](=[O:33])[C:27]2[CH:32]=[CH:31][CH:30]=[CH:29][CH:28]=2)[O:12][C@H:11]1[N:34]1[C:38]2[N:39]=[CH:40][N:41]=[C:42]([NH2:43])[C:37]=2[C:36]([C:44]#[N:45])=[C:35]1Br)(=[O:8])[C:2]1[CH:7]=[CH:6][CH:5]=[CH:4][CH:3]=1.C([O-])=O.[NH4+]. Product: [C:1]([O:9][C@:10]1([CH3:47])[CH:14]([O:15][C:16](=[O:23])[C:17]2[CH:22]=[CH:21][CH:20]=[CH:19][CH:18]=2)[CH:13]([CH2:24][O:25][C:26](=[O:33])[C:27]2[CH:32]=[CH:31][CH:30]=[CH:29][CH:28]=2)[O:12][C@H:11]1[N:34]1[C:38]2[N:39]=[CH:40][N:41]=[C:42]([NH2:43])[C:37]=2[C:36]([C:44]#[N:45])=[CH:35]1)(=[O:8])[C:2]1[CH:7]=[CH:6][CH:5]=[CH:4][CH:3]=1. The catalyst class is: 515.